This data is from Forward reaction prediction with 1.9M reactions from USPTO patents (1976-2016). The task is: Predict the product of the given reaction. (1) Given the reactants [CH:1]1([C:7]([C:9]2[N:10]([CH3:14])[CH:11]=[CH:12][CH:13]=2)=[O:8])[CH2:6][CH2:5][CH2:4][CH2:3][CH2:2]1.[Cl:15][S:16](O)(=[O:18])=[O:17], predict the reaction product. The product is: [CH:1]1([C:7]([C:9]2[N:10]([CH3:14])[C:11]([S:16]([Cl:15])(=[O:18])=[O:17])=[CH:12][CH:13]=2)=[O:8])[CH2:2][CH2:3][CH2:4][CH2:5][CH2:6]1. (2) Given the reactants FC(F)(F)C(O)=O.[CH2:8]([N:10]([CH2:61][CH3:62])[CH2:11][CH2:12][NH:13][C:14]([C:16]1[CH:21]=[CH:20][C:19]([C:22]2[CH:27]=[CH:26][C:25]([CH2:28][C@H:29]([NH:42][C:43]([C@H:45]3[CH2:50][CH2:49][C@H:48]([CH2:51][NH:52]C(=O)OC(C)(C)C)[CH2:47][CH2:46]3)=[O:44])[C:30]([NH:32][C:33]3[CH:41]=[C:40]4[C:36]([CH:37]=[N:38][NH:39]4)=[CH:35][CH:34]=3)=[O:31])=[CH:24][CH:23]=2)=[C:18]([CH3:60])[CH:17]=1)=[O:15])[CH3:9].[ClH:63], predict the reaction product. The product is: [ClH:63].[NH2:52][CH2:51][C@H:48]1[CH2:49][CH2:50][C@H:45]([C:43]([NH:42][C@H:29]([C:30]([NH:32][C:33]2[CH:41]=[C:40]3[C:36]([CH:37]=[N:38][NH:39]3)=[CH:35][CH:34]=2)=[O:31])[CH2:28][C:25]2[CH:26]=[CH:27][C:22]([C:19]3[CH:20]=[CH:21][C:16]([C:14]([NH:13][CH2:12][CH2:11][N:10]([CH2:61][CH3:62])[CH2:8][CH3:9])=[O:15])=[CH:17][C:18]=3[CH3:60])=[CH:23][CH:24]=2)=[O:44])[CH2:46][CH2:47]1. (3) Given the reactants [C:1]1([C:45]2[CH:50]=[CH:49][CH:48]=[CH:47][CH:46]=2)[CH:6]=[CH:5][C:4]([C:7]2[N:8]([C:38]3[CH:43]=[CH:42][C:41]([Cl:44])=[CH:40][CH:39]=3)[C:9](=[O:37])[C:10]3[N:11]=[C:12]([CH2:22][N:23](CC4C=CC(OC)=CC=4)[S:24]([CH3:27])(=[O:26])=[O:25])[N:13]([C:16]4[CH:21]=[CH:20][CH:19]=[CH:18][CH:17]=4)[C:14]=3[N:15]=2)=[CH:3][CH:2]=1, predict the reaction product. The product is: [C:1]1([C:45]2[CH:50]=[CH:49][CH:48]=[CH:47][CH:46]=2)[CH:2]=[CH:3][C:4]([C:7]2[N:8]([C:38]3[CH:39]=[CH:40][C:41]([Cl:44])=[CH:42][CH:43]=3)[C:9](=[O:37])[C:10]3[N:11]=[C:12]([CH2:22][NH:23][S:24]([CH3:27])(=[O:25])=[O:26])[N:13]([C:16]4[CH:17]=[CH:18][CH:19]=[CH:20][CH:21]=4)[C:14]=3[N:15]=2)=[CH:5][CH:6]=1.[C:1]1([C:45]2[CH:50]=[CH:49][CH:48]=[CH:47][CH:46]=2)[CH:2]=[CH:3][C:4]([C:7]2[N:8]([C:38]3[CH:39]=[CH:40][C:41]([Cl:44])=[CH:42][CH:43]=3)[C:9](=[O:37])[C:10]3[N:11]=[C:12]([CH2:22][CH2:27][S:24]([NH2:23])(=[O:26])=[O:25])[N:13]([C:16]4[CH:21]=[CH:20][CH:19]=[CH:18][CH:17]=4)[C:14]=3[N:15]=2)=[CH:5][CH:6]=1. (4) Given the reactants [NH2:1][CH2:2][C:3]1[O:4][CH:5]=[C:6]([O:10][CH2:11][C:12]2[CH:17]=[CH:16][CH:15]=[CH:14][CH:13]=2)[C:7](=[O:9])[CH:8]=1.[Cl:18][C:19]1[CH:24]=[CH:23][C:22]([S:25](Cl)(=[O:27])=[O:26])=[CH:21][CH:20]=1.C(OC1C(=O)C=C(CNS(C2C=CC=CC=2)(=O)=O)OC=1)C1C=CC=CC=1, predict the reaction product. The product is: [CH2:11]([O:10][C:6]1[C:7](=[O:9])[CH:8]=[C:3]([CH2:2][NH:1][S:25]([C:22]2[CH:23]=[CH:24][C:19]([Cl:18])=[CH:20][CH:21]=2)(=[O:27])=[O:26])[O:4][CH:5]=1)[C:12]1[CH:17]=[CH:16][CH:15]=[CH:14][CH:13]=1. (5) The product is: [F:9][C:10]1[CH:15]=[CH:14][C:13]([CH:7]([C:3]2[CH:2]=[N:1][CH:6]=[CH:5][CH:4]=2)[OH:8])=[CH:12][CH:11]=1. Given the reactants [N:1]1[CH:6]=[CH:5][CH:4]=[C:3]([CH:7]=[O:8])[CH:2]=1.[F:9][C:10]1[CH:15]=[CH:14][C:13]([Mg]Br)=[CH:12][CH:11]=1, predict the reaction product. (6) Given the reactants C[N:2]([CH3:11])[C:3]1C=[C:5]([CH2:9][OH:10])[CH:6]=[CH:7][CH:8]=1.[Br:12][C:13]1C=N[NH:16][CH:17]=1.CC1(C)C(C)(C)OB(C2C=NNC=2)O1, predict the reaction product. The product is: [Br:12][C:13]1[CH:17]=[N:16][N:2]([CH2:3][CH:8]2[CH2:7][CH2:6][CH2:5][CH2:9][O:10]2)[CH:11]=1.